This data is from NCI-60 drug combinations with 297,098 pairs across 59 cell lines. The task is: Regression. Given two drug SMILES strings and cell line genomic features, predict the synergy score measuring deviation from expected non-interaction effect. Drug 1: CC1OCC2C(O1)C(C(C(O2)OC3C4COC(=O)C4C(C5=CC6=C(C=C35)OCO6)C7=CC(=C(C(=C7)OC)O)OC)O)O. Drug 2: C1=NNC2=C1C(=O)NC=N2. Cell line: NCI-H322M. Synergy scores: CSS=-1.75, Synergy_ZIP=-0.516, Synergy_Bliss=-7.14, Synergy_Loewe=-14.6, Synergy_HSA=-9.60.